From a dataset of Catalyst prediction with 721,799 reactions and 888 catalyst types from USPTO. Predict which catalyst facilitates the given reaction. (1) Reactant: [CH2:1]([O:3][C:4]1[C@H:5]([CH:13]([CH3:15])[CH3:14])[N:6]=[C:7]([O:10][CH2:11][CH3:12])[CH2:8][N:9]=1)[CH3:2].C([Li])CCC.CSC.[C:24]1(=[O:31])[CH2:30][CH2:29][CH2:28][CH2:27][CH:26]=[CH:25]1.N1C=CN=CC1. Product: [CH2:11]([O:10][C:7]1[C@@H:8]([CH:26]2[CH2:27][CH2:28][CH2:29][CH2:30][C:24](=[O:31])[CH2:25]2)[N:9]=[C:4]([O:3][CH2:1][CH3:2])[C@H:5]([CH:13]([CH3:14])[CH3:15])[N:6]=1)[CH3:12]. The catalyst class is: 7. (2) Reactant: [CH3:1][O-].[Na+].[N:4]#[C:5][NH2:6].[Cl:7][C:8]1[CH:13]=[C:12]([N:14]=[C:15]=[S:16])[CH:11]=[C:10]([Cl:17])[N:9]=1.IC. Product: [C:5](/[N:6]=[C:15](\[S:16][CH3:1])/[NH:14][C:12]1[CH:11]=[C:10]([Cl:17])[N:9]=[C:8]([Cl:7])[CH:13]=1)#[N:4]. The catalyst class is: 5. (3) Reactant: F[C:2]1[CH:9]=[CH:8][C:7]([CH:10]=[O:11])=[CH:6][C:3]=1[C:4]#[N:5].[NH:12]1[CH:16]=[N:15][CH:14]=[N:13]1.C(=O)([O-])[O-].[K+].[K+].O. Product: [CH:10]([C:7]1[CH:8]=[CH:9][C:2]([N:12]2[CH:16]=[N:15][CH:14]=[N:13]2)=[C:3]([CH:6]=1)[C:4]#[N:5])=[O:11]. The catalyst class is: 39. (4) Reactant: [C:1]([NH:4][C:5]([CH2:16][CH2:17][C:18]1[CH:23]=[CH:22][C:21]([O:24][C:25]2[CH:30]=[CH:29][C:28]([CH2:31][CH2:32][CH2:33][CH3:34])=[CH:27][CH:26]=2)=[CH:20][CH:19]=1)([C:11](OCC)=[O:12])[C:6](OCC)=[O:7])(=[O:3])[CH3:2].OP([O-])([O-])=O.[K+].[K+].[BH4-].[Na+].[OH-].[Na+]. Product: [CH2:31]([C:28]1[CH:29]=[CH:30][C:25]([O:24][C:21]2[CH:22]=[CH:23][C:18]([CH2:17][CH2:16][C:5]([NH:4][C:1](=[O:3])[CH3:2])([CH2:11][OH:12])[CH2:6][OH:7])=[CH:19][CH:20]=2)=[CH:26][CH:27]=1)[CH2:32][CH2:33][CH3:34]. The catalyst class is: 88. (5) Reactant: C([O:5][C:6]([N:8]1[CH2:12][CH2:11][CH2:10][C@H:9]1[C:13]1[C:18](C(OCC)=O)=[C:17]([C:24]2[N:25]=[N:26][C:27]([C:30]([O:32][CH2:33][CH3:34])=[O:31])=[CH:28][CH:29]=2)[C:16]([C:35]([O:37][CH2:38][CH3:39])=[O:36])=[C:15]([CH2:40][C:41]2[CH:46]=[CH:45][C:44]([F:47])=[CH:43][CH:42]=2)[N:14]=1)=O)(C)(C)C. Product: [CH2:33]([O:32][C:30]([C:27]1[N:26]=[N:25][C:24]([C:17]2[C:18]3[C:6](=[O:5])[N:8]4[CH:9]([C:13]=3[N:14]=[C:15]([CH2:40][C:41]3[CH:46]=[CH:45][C:44]([F:47])=[CH:43][CH:42]=3)[C:16]=2[C:35]([O:37][CH2:38][CH3:39])=[O:36])[CH2:10][CH2:11][CH2:12]4)=[CH:29][CH:28]=1)=[O:31])[CH3:34]. The catalyst class is: 330. (6) Reactant: C(OC(=O)[NH:7][C:8]1[CH:13]=[C:12]([O:14][CH3:15])[C:11]([C:16]([F:19])([F:18])[F:17])=[CH:10][C:9]=1[NH:20][C:21](=[O:44])[CH2:22][C:23](=O)[C:24]1[CH:29]=[CH:28][CH:27]=[C:26]([N:30]2[C:34]([CH2:35][O:36]C3CCCCO3)=[CH:33][N:32]=[N:31]2)[CH:25]=1)(C)(C)C.C(O)(C(F)(F)F)=O. Product: [OH:36][CH2:35][C:34]1[N:30]([C:26]2[CH:25]=[C:24]([C:23]3[CH2:22][C:21](=[O:44])[NH:20][C:9]4[CH:10]=[C:11]([C:16]([F:19])([F:18])[F:17])[C:12]([O:14][CH3:15])=[CH:13][C:8]=4[N:7]=3)[CH:29]=[CH:28][CH:27]=2)[N:31]=[N:32][CH:33]=1. The catalyst class is: 2. (7) Reactant: [NH2:1][CH2:2][CH:3]1[CH:9]([C:10]2[CH:15]=[CH:14][C:13]([Cl:16])=[C:12]([Cl:17])[CH:11]=2)[O:8][CH2:7][CH2:6][N:5]([C:18]([O:20][C:21]([CH3:24])([CH3:23])[CH3:22])=[O:19])[CH2:4]1.C[Si]([N:29]=[C:30]=[O:31])(C)C. Product: [C:30]([NH:1][CH2:2][CH:3]1[CH:9]([C:10]2[CH:15]=[CH:14][C:13]([Cl:16])=[C:12]([Cl:17])[CH:11]=2)[O:8][CH2:7][CH2:6][N:5]([C:18]([O:20][C:21]([CH3:24])([CH3:23])[CH3:22])=[O:19])[CH2:4]1)(=[O:31])[NH2:29]. The catalyst class is: 1. (8) Reactant: Cl.[CH3:2][CH2:3][CH2:4][CH2:5][CH2:6][CH:7]([C:11]([OH:13])=[O:12])[CH2:8][CH2:9][CH3:10].[C:14]([O-])(=O)C.[Na+].[F:19][C:20]1[CH:27]=[CH:26][C:23](C=O)=[CH:22][CH:21]=1.[C:28]([BH3-])#[N:29].[Na+].C(=O)(O)[O-].[Na+]. Product: [F:19][C:20]1[CH:27]=[CH:26][C:23]([CH2:28][NH:29][C@@H:6]2[CH:5]3[CH2:10][CH2:9][CH:8]([CH:2]4[CH:4]3[CH2:3]4)[C@@H:7]2[C:11]([O:13][CH3:14])=[O:12])=[CH:22][CH:21]=1. The catalyst class is: 125. (9) Reactant: [Cl:1][C:2]1[CH:7]=[CH:6][C:5]([N:8]2[C:12]([C:13]([F:16])([F:15])[F:14])=[C:11]([C:17](Cl)=[O:18])[CH:10]=[N:9]2)=[CH:4][CH:3]=1.[F:20][C:21]1[CH:22]=[C:23]([CH2:27][CH2:28][NH2:29])[CH:24]=[CH:25][CH:26]=1.C(N(CC)CC)C. Product: [F:20][C:21]1[CH:22]=[C:23]([CH2:27][CH2:28][NH:29][C:17]([C:11]2[CH:10]=[N:9][N:8]([C:5]3[CH:6]=[CH:7][C:2]([Cl:1])=[CH:3][CH:4]=3)[C:12]=2[C:13]([F:16])([F:15])[F:14])=[O:18])[CH:24]=[CH:25][CH:26]=1. The catalyst class is: 10.